Dataset: Forward reaction prediction with 1.9M reactions from USPTO patents (1976-2016). Task: Predict the product of the given reaction. (1) The product is: [O:42]=[CH:43][C@@H:44]([C@H:45]([C@@H:46]([C@@H:47]([CH2:49][OH:50])[OH:48])[OH:51])[OH:52])[OH:53].[CH3:24][C@:25]12[C@@H:34]3[CH2:35][CH2:36][C@@:37]4([O:42][C@@H:43]5[O:48][C@H:47]([CH2:49][OH:50])[C@@H:46]([OH:51])[C@H:45]([OH:52])[C@H:44]5[O:53][C@@H:54]5[O:59][C@H:58]([CH2:60][OH:61])[C@@H:57]([OH:62])[C@H:56]([OH:63])[C@H:55]5[OH:75])[C:39]([CH2:41][C@@:33]3([CH2:38]4)[CH2:32][CH2:31][C@@H:30]1[C@@:29]([C:77]([O:79][C@@H:80]1[O:85][C@H:84]([CH2:86][OH:87])[C@@H:83]([OH:88])[C@H:82]([OH:89])[C@H:81]1[OH:90])=[O:78])([CH3:76])[CH2:28][CH2:27][CH2:26]2)=[CH2:40]. Given the reactants C(O)[C@@H]1O[C@H](O[C@]2(CCl)O[C@H](CCl)[C@@H](O)[C@@H]2O)[C@@H](O)[C@@H](O)[C@H]1Cl.[CH3:24][C@:25]12[C@@H:34]3[CH2:35][CH2:36][C@@:37]4([O:42][C@@H:43]5[O:48][C@H:47]([CH2:49][OH:50])[C@@H:46]([OH:51])[C@H:45]([OH:52])[C@H:44]5[O:53][C@@H:54]5[O:59][C@H:58]([CH2:60][OH:61])[C@@H:57]([OH:62])[C@H:56]([O:63][C@@H]6O[C@H](CO)[C@@H](O)[C@H](O)[C@H]6O)[C@H:55]5[OH:75])[C:39]([CH2:41][C@@:33]3([CH2:38]4)[CH2:32][CH2:31][C@@H:30]1[C@@:29]([C:77]([O:79][C@@H:80]1[O:85][C@H:84]([CH2:86][OH:87])[C@@H:83]([OH:88])[C@H:82]([OH:89])[C@H:81]1[OH:90])=[O:78])([CH3:76])[CH2:28][CH2:27][CH2:26]2)=[CH2:40], predict the reaction product. (2) The product is: [Cl:1][C:2]1[CH:7]=[CH:6][C:5]([C:8]2[C:12]([C:13]3[CH:18]=[CH:17][N:16]=[CH:15][N:14]=3)=[C:11]([C@H:19]3[CH2:24][CH2:23][C@H:22]([NH:34][C@@H:27]([C:28]4[CH:33]=[CH:32][CH:31]=[CH:30][CH:29]=4)[CH3:26])[CH2:21][CH2:20]3)[NH:10][N:9]=2)=[CH:4][CH:3]=1. Given the reactants [Cl:1][C:2]1[CH:7]=[CH:6][C:5]([C:8]2[C:12]([C:13]3[CH:18]=[CH:17][N:16]=[CH:15][N:14]=3)=[C:11]([CH:19]3[CH2:24][CH2:23][C:22](=O)[CH2:21][CH2:20]3)[NH:10][N:9]=2)=[CH:4][CH:3]=1.[CH3:26][C@@H:27]([NH2:34])[C:28]1[CH:33]=[CH:32][CH:31]=[CH:30][CH:29]=1.C(O[BH-](OC(=O)C)OC(=O)C)(=O)C.[Na+].C(O)(=O)C, predict the reaction product. (3) The product is: [C:1]([OH:5])(=[O:4])[CH:2]=[CH2:3].[NH2:21][C:1]([O:5][CH2:6][CH3:7])=[O:4]. Given the reactants [C:1]([O:5][CH2:6][CH:7](O)C)(=[O:4])[CH:2]=[CH2:3].COC1C=CC(O)=CC=1.O=C=[N:21]C1CC(C)(C)CC(C)(CN=C=O)C1, predict the reaction product. (4) Given the reactants [Cl:1][C:2]1[CH:11]=[CH:10][C:9]2[C:4](=[CH:5][CH:6]=[C:7]([Cl:22])[C:8]=2[NH:12][C:13](=[O:21])[CH2:14][CH:15]2[CH2:20][CH2:19][CH2:18][CH2:17][CH2:16]2)[N:3]=1.[CH3:23][N:24]1[CH2:29][CH2:28][NH:27][CH2:26][CH2:25]1, predict the reaction product. The product is: [ClH:1].[ClH:1].[Cl:22][C:7]1[C:8]([NH:12][C:13](=[O:21])[CH2:14][CH:15]2[CH2:20][CH2:19][CH2:18][CH2:17][CH2:16]2)=[C:9]2[C:4](=[CH:5][CH:6]=1)[N:3]=[C:2]([N:27]1[CH2:28][CH2:29][N:24]([CH3:23])[CH2:25][CH2:26]1)[CH:11]=[CH:10]2.